This data is from Full USPTO retrosynthesis dataset with 1.9M reactions from patents (1976-2016). The task is: Predict the reactants needed to synthesize the given product. (1) The reactants are: [CH2:1]([C:4]1([C:10]2[CH:15]=[CH:14][CH:13]=[CH:12][CH:11]=2)[CH2:9][CH2:8][CH2:7][CH2:6][O:5]1)[CH:2]=[CH2:3].[OH2:16].[OH-].[Na+].OO. Given the product [C:10]1([C:4]2([CH2:1][CH2:2][CH2:3][OH:16])[CH2:9][CH2:8][CH2:7][CH2:6][O:5]2)[CH:15]=[CH:14][CH:13]=[CH:12][CH:11]=1, predict the reactants needed to synthesize it. (2) Given the product [NH:8]1[C:9]2[C:5]3[CH:6]([CH2:13][C:14](=[O:16])[NH:1][C:4]=3[CH:12]=[CH:11][CH:10]=2)[CH2:7]1, predict the reactants needed to synthesize it. The reactants are: [N+:1]([C:4]1[CH:12]=[CH:11][CH:10]=[C:9]2[C:5]=1[CH:6]([CH2:13][C:14]([O:16]CC)=O)[CH2:7][NH:8]2)([O-])=O.S(S([O-])=O)([O-])=O.[Na+].[Na+].Cl.C([O-])(O)=O.[Na+]. (3) Given the product [C:40]([C@@H:38]([C@H:36]([C:35]([OH:44])=[O:43])[OH:37])[OH:39])([OH:42])=[O:41].[CH3:16][CH:15]([CH3:17])[CH2:14][N:13]([CH2:18][C@@H:19]1[CH2:23][CH2:22][CH2:21][NH:20]1)[CH2:12][C:11]1[CH:10]=[C:9]([Cl:8])[CH:33]=[C:32]([Cl:34])[CH:31]=1, predict the reactants needed to synthesize it. The reactants are: FC(F)(F)C(O)=O.[Cl:8][C:9]1[CH:10]=[C:11]([CH:31]=[C:32]([Cl:34])[CH:33]=1)[CH2:12][N:13]([CH2:18][C@@H:19]1[CH2:23][CH2:22][CH2:21][N:20]1C(OC(C)(C)C)=O)[CH2:14][CH:15]([CH3:17])[CH3:16].[C:35]([OH:44])(=[O:43])[C@@H:36]([C@H:38]([C:40]([OH:42])=[O:41])[OH:39])[OH:37].C1CCCCC1.